From a dataset of NCI-60 drug combinations with 297,098 pairs across 59 cell lines. Regression. Given two drug SMILES strings and cell line genomic features, predict the synergy score measuring deviation from expected non-interaction effect. (1) Synergy scores: CSS=25.4, Synergy_ZIP=-1.62, Synergy_Bliss=0.367, Synergy_Loewe=2.22, Synergy_HSA=3.21. Drug 2: C1C(C(OC1N2C=NC(=NC2=O)N)CO)O. Drug 1: C1CN1P(=S)(N2CC2)N3CC3. Cell line: LOX IMVI. (2) Drug 1: COC1=NC(=NC2=C1N=CN2C3C(C(C(O3)CO)O)O)N. Drug 2: C1CN(P(=O)(OC1)NCCCl)CCCl. Cell line: OVCAR-4. Synergy scores: CSS=-5.34, Synergy_ZIP=2.53, Synergy_Bliss=-3.00, Synergy_Loewe=-8.69, Synergy_HSA=-8.54. (3) Drug 1: CS(=O)(=O)C1=CC(=C(C=C1)C(=O)NC2=CC(=C(C=C2)Cl)C3=CC=CC=N3)Cl. Drug 2: C1CCC(C1)C(CC#N)N2C=C(C=N2)C3=C4C=CNC4=NC=N3. Cell line: KM12. Synergy scores: CSS=39.4, Synergy_ZIP=-0.325, Synergy_Bliss=0.591, Synergy_Loewe=-5.66, Synergy_HSA=3.38. (4) Drug 1: CN(C(=O)NC(C=O)C(C(C(CO)O)O)O)N=O. Drug 2: C(CCl)NC(=O)N(CCCl)N=O. Cell line: KM12. Synergy scores: CSS=52.7, Synergy_ZIP=-2.70, Synergy_Bliss=-4.47, Synergy_Loewe=-10.3, Synergy_HSA=-2.15.